From a dataset of Reaction yield outcomes from USPTO patents with 853,638 reactions. Predict the reaction yield, written as a fraction of the theoretical maximum amount of product (1.0 means a 100% yield; for example, 0.34 means a 34% yield). (1) The reactants are [Br:1][C:2]1[CH:3]=[C:4]([CH:9]2[C:18]3[C:17](=[S:19])[NH:16][CH:15]=[CH:14][C:13]=3[NH:12][C:11]([CH3:20])=[C:10]2[C:21]#[N:22])[CH:5]=[CH:6][C:7]=1[F:8].[C:23]([O-])(=O)C.[Na+].IC. The catalyst is C(O)C. The product is [Br:1][C:2]1[CH:3]=[C:4]([CH:9]2[C:18]3[C:13](=[CH:14][CH:15]=[N:16][C:17]=3[S:19][CH3:23])[NH:12][C:11]([CH3:20])=[C:10]2[C:21]#[N:22])[CH:5]=[CH:6][C:7]=1[F:8]. The yield is 0.735. (2) The product is [Si:1]([O:8][CH2:9][C:10]1[CH:15]=[CH:14][C:13]([CH:24]([C:25]2[CH:30]=[CH:29][CH:28]=[CH:27][CH:26]=2)[OH:31])=[CH:12][C:11]=1[O:17][CH3:18])([C:4]([CH3:7])([CH3:6])[CH3:5])([CH3:3])[CH3:2]. The catalyst is C1COCC1.CCCCC. The reactants are [Si:1]([O:8][CH2:9][C:10]1[CH:15]=[CH:14][C:13](Br)=[CH:12][C:11]=1[O:17][CH3:18])([C:4]([CH3:7])([CH3:6])[CH3:5])([CH3:3])[CH3:2].[Li]CCCC.[CH:24](=[O:31])[C:25]1[CH:30]=[CH:29][CH:28]=[CH:27][CH:26]=1.O. The yield is 0.560. (3) The reactants are [CH2:1]([O:19][CH:20]1[CH:25]([O:26][CH2:27][CH2:28][CH2:29][CH2:30][CH2:31][CH2:32][CH2:33][CH2:34][CH2:35][CH2:36][CH2:37][CH2:38][CH2:39][CH2:40][CH2:41][CH2:42][CH2:43][CH3:44])[CH:24]([O:45][CH2:46][CH2:47][CH2:48][CH2:49][CH2:50][CH2:51][CH2:52][CH2:53][CH2:54][CH2:55][CH2:56][CH2:57][CH2:58][CH2:59][CH2:60][CH2:61][CH2:62][CH3:63])[CH2:23][CH:22]([CH2:64][O:65][C:66]2[CH:73]=[CH:72][C:69]([CH:70]=[O:71])=[CH:68][CH:67]=2)[CH2:21]1)[CH2:2][CH2:3][CH2:4][CH2:5][CH2:6][CH2:7][CH2:8][CH2:9][CH2:10][CH2:11][CH2:12][CH2:13][CH2:14][CH2:15][CH2:16][CH2:17][CH3:18].[CH3:74][O:75][C:76]1[CH:81]=[CH:80][C:79]([Mg]Br)=[CH:78][CH:77]=1. The catalyst is C1COCC1. The product is [CH3:74][O:75][C:76]1[CH:81]=[CH:80][C:79]([CH:70]([C:69]2[CH:68]=[CH:67][C:66]([O:65][CH2:64][CH:22]3[CH2:21][CH:20]([O:19][CH2:1][CH2:2][CH2:3][CH2:4][CH2:5][CH2:6][CH2:7][CH2:8][CH2:9][CH2:10][CH2:11][CH2:12][CH2:13][CH2:14][CH2:15][CH2:16][CH2:17][CH3:18])[CH:25]([O:26][CH2:27][CH2:28][CH2:29][CH2:30][CH2:31][CH2:32][CH2:33][CH2:34][CH2:35][CH2:36][CH2:37][CH2:38][CH2:39][CH2:40][CH2:41][CH2:42][CH2:43][CH3:44])[CH:24]([O:45][CH2:46][CH2:47][CH2:48][CH2:49][CH2:50][CH2:51][CH2:52][CH2:53][CH2:54][CH2:55][CH2:56][CH2:57][CH2:58][CH2:59][CH2:60][CH2:61][CH2:62][CH3:63])[CH2:23]3)=[CH:73][CH:72]=2)[OH:71])=[CH:78][CH:77]=1. The yield is 0.960.